This data is from Catalyst prediction with 721,799 reactions and 888 catalyst types from USPTO. The task is: Predict which catalyst facilitates the given reaction. (1) Reactant: [CH3:1][O:2][C:3]1[CH:8]=[CH:7][C:6]([N:9]2[C:13]([C:14]3[CH:19]=[CH:18][C:17]([CH3:20])=[CH:16][CH:15]=3)=[CH:12][C:11]([C:21]3([OH:31])[CH2:30][CH2:29][C:24]4(OCC[O:25]4)[CH2:23][CH2:22]3)=[N:10]2)=[CH:5][CH:4]=1.[OH-].[Na+]. Product: [OH:31][C:21]1([C:11]2[CH:12]=[C:13]([C:14]3[CH:19]=[CH:18][C:17]([CH3:20])=[CH:16][CH:15]=3)[N:9]([C:6]3[CH:5]=[CH:4][C:3]([O:2][CH3:1])=[CH:8][CH:7]=3)[N:10]=2)[CH2:22][CH2:23][C:24](=[O:25])[CH2:29][CH2:30]1. The catalyst class is: 632. (2) Reactant: C([O-])=O.[NH4+].[CH3:5][N:6]1[CH2:11][CH2:10][N:9]([CH2:12][CH2:13][O:14][C:15]2[N:20]=[CH:19][C:18]([C:21]3[CH2:22][CH2:23][N:24]([C:27]4[CH:28]=[CH:29][C:30]5[N:31]([C:33]([C:36]([F:39])([F:38])[F:37])=[N:34][N:35]=5)[N:32]=4)[CH2:25][CH:26]=3)=[CH:17][CH:16]=2)[CH2:8][C:7]1=[O:40]. Product: [CH3:5][N:6]1[CH2:11][CH2:10][N:9]([CH2:12][CH2:13][O:14][C:15]2[CH:16]=[CH:17][C:18]([CH:21]3[CH2:22][CH2:23][N:24]([C:27]4[CH:28]=[CH:29][C:30]5[N:31]([C:33]([C:36]([F:38])([F:39])[F:37])=[N:34][N:35]=5)[N:32]=4)[CH2:25][CH2:26]3)=[CH:19][N:20]=2)[CH2:8][C:7]1=[O:40]. The catalyst class is: 63. (3) Reactant: [CH3:1][S:2]([C:5]1[CH:10]=[CH:9][C:8]([C:11]2[CH:16]=[CH:15][CH:14]=[C:13]([C:17](OC)=[O:18])[CH:12]=2)=[CH:7][CH:6]=1)(=[O:4])=[O:3].[H-].[Al+3].[Li+].[H-].[H-].[H-]. Product: [CH3:1][S:2]([C:5]1[CH:6]=[CH:7][C:8]([C:11]2[CH:16]=[CH:15][CH:14]=[C:13]([CH2:17][OH:18])[CH:12]=2)=[CH:9][CH:10]=1)(=[O:3])=[O:4]. The catalyst class is: 1. (4) Product: [C:38]([C:42]1[CH:43]=[CH:44][C:45]([CH2:48][N:14]2[CH2:15][CH2:16][CH2:17]/[C:12](=[CH:11]\[C:10]3[CH:19]=[CH:20][C:21]([N:22]4[CH:26]=[C:25]([CH3:27])[N:24]=[CH:23]4)=[C:8]([O:7][CH3:6])[CH:9]=3)/[C:13]2=[O:18])=[CH:46][CH:47]=1)([CH3:41])([CH3:39])[CH3:40]. Reactant: CN(C=O)C.[CH3:6][O:7][C:8]1[CH:9]=[C:10]([CH:19]=[CH:20][C:21]=1[N:22]1[CH:26]=[C:25]([CH3:27])[N:24]=[CH:23]1)/[CH:11]=[C:12]1/[C:13](=[O:18])[NH:14][CH2:15][CH2:16][CH2:17]/1.C[Si]([N-][Si](C)(C)C)(C)C.[Li+].[C:38]([C:42]1[CH:47]=[CH:46][C:45]([CH2:48]Cl)=[CH:44][CH:43]=1)([CH3:41])([CH3:40])[CH3:39]. The catalyst class is: 84. (5) Reactant: [OH-].[NH4+].O.[OH:4][N:5]1[C:9]2[CH:10]=[CH:11][CH:12]=[CH:13][C:8]=2[N:7]=[N:6]1. Product: [NH4+:5].[OH:4][N:5]1[C:9]2[CH:10]=[CH:11][CH:12]=[CH:13][C:8]=2[N:7]=[N:6]1. The catalyst class is: 7. (6) The catalyst class is: 10. Product: [NH2:1][C:2]1[C:3]([C:9]2[O:14][C:13]([C:15]3[CH:16]=[CH:17][C:18]([CH2:21][N:22]([CH3:30])[C:23](=[O:29])[O:24][C:25]([CH3:27])([CH3:28])[CH3:26])=[CH:19][CH:20]=3)=[N:12][N:11]=2)=[N:4][C:5]([Br:8])=[CH:6][N:7]=1. Reactant: [NH2:1][C:2]1[C:3]([C:9]([NH:11][NH:12][C:13]([C:15]2[CH:20]=[CH:19][C:18]([CH2:21][N:22]([CH3:30])[C:23](=[O:29])[O:24][C:25]([CH3:28])([CH3:27])[CH3:26])=[CH:17][CH:16]=2)=[O:14])=O)=[N:4][C:5]([Br:8])=[CH:6][N:7]=1.C(N(C(C)C)CC)(C)C.BrP(Br)(C1C=CC=CC=1)(C1C=CC=CC=1)C1C=CC=CC=1. (7) Reactant: [CH2:1]([O:3][C:4]1[CH:5]=[C:6]([CH:18]=[CH:19][CH:20]=1)[C:7]([N:9]1[CH2:13][C@H:12]([OH:14])[CH2:11][C@H:10]1[C:15]([OH:17])=O)=[O:8])[CH3:2].[C:21]1([C:29]2[CH:34]=[CH:33][CH:32]=[CH:31][CH:30]=2)[CH:26]=[CH:25][C:24]([CH2:27][NH2:28])=[CH:23][CH:22]=1.CCN(C(C)C)C(C)C.CN(C(ON1N=NC2C=CC=NC1=2)=[N+](C)C)C.F[P-](F)(F)(F)(F)F. Product: [C:21]1([C:29]2[CH:30]=[CH:31][CH:32]=[CH:33][CH:34]=2)[CH:22]=[CH:23][C:24]([CH2:27][NH:28][C:15]([C@@H:10]2[CH2:11][C@@H:12]([OH:14])[CH2:13][N:9]2[C:7](=[O:8])[C:6]2[CH:18]=[CH:19][CH:20]=[C:4]([O:3][CH2:1][CH3:2])[CH:5]=2)=[O:17])=[CH:25][CH:26]=1. The catalyst class is: 3. (8) Reactant: C(#N)C.[Cl:4][C:5]1[C:14]([Cl:15])=[CH:13][CH:12]=[CH:11][C:6]=1[C:7]([C:9]#[N:10])=O.C(=O)(O)O.[NH2:20][NH:21][C:22]([NH2:24])=[NH:23]. Product: [C:22]([NH:21][N:20]=[C:7]([C:9]#[N:10])[C:6]1[CH:11]=[CH:12][CH:13]=[C:14]([Cl:15])[C:5]=1[Cl:4])(=[NH:23])[NH2:24]. The catalyst class is: 6. (9) Reactant: [CH3:1][C:2]1[N:3]([CH2:17][CH2:18][C:19]2[CH:24]=[CH:23][CH:22]=[CH:21][CH:20]=2)[C:4]2[C:9]([C:10]=1[C:11]([O:13]CC)=[O:12])=[CH:8][C:7]([CH3:16])=[CH:6][CH:5]=2.[OH-].[Na+].Cl. Product: [CH3:1][C:2]1[N:3]([CH2:17][CH2:18][C:19]2[CH:20]=[CH:21][CH:22]=[CH:23][CH:24]=2)[C:4]2[C:9]([C:10]=1[C:11]([OH:13])=[O:12])=[CH:8][C:7]([CH3:16])=[CH:6][CH:5]=2. The catalyst class is: 8. (10) Reactant: CN1C(=O)CCC1.[CH2:8]([NH:15][C:16]1[C:21]([C:22]([NH2:24])=[O:23])=[CH:20][N:19]=[C:18](S(C)(=O)=O)[N:17]=1)[C:9]1[CH:14]=[CH:13][CH:12]=[CH:11][CH:10]=1.Cl.[Cl:30][C:31]1[CH:32]=[C:33]([CH2:38][CH2:39][NH2:40])[CH:34]=[CH:35][C:36]=1[OH:37].C(N(C(C)C)CC)(C)C. Product: [CH2:8]([NH:15][C:16]1[C:21]([C:22]([NH2:24])=[O:23])=[CH:20][N:19]=[C:18]([NH:40][CH2:39][CH2:38][C:33]2[CH:34]=[CH:35][C:36]([OH:37])=[C:31]([Cl:30])[CH:32]=2)[N:17]=1)[C:9]1[CH:14]=[CH:13][CH:12]=[CH:11][CH:10]=1. The catalyst class is: 6.